From a dataset of Antibody-antigen binding affinity with 493 pairs from SAbDab. Regression. Given the amino acid sequences of an antibody and an antigen, predict their binding affinity value. We predict pKd (pKd = -log10(Kd in M); higher means stronger binding). The antibody sequence is ['EVKLVESGGGLVQPGGSLSLSCATSGFTFIDYYMSWFRQPPGKALEWLGLIRNKGNGYTMEYSASLKGRFTISRDNSQSIVYLHMNTLTAEDSATYYCARVDYGTNYDYWGQGTTLTVSSAKTTAPSVYPLAPVCGDTTGSSVTLGCLVKGYFPEPVTLTWNSGSLSSGVHTFPAVLQSDLYTLSSSVTVTSSTWPSQSITCNVAHPASSTKVDKKI', 'DILMTQSQKFLSTSVGDRVSVTCKASQNVGTNVAWYQKKPGQSPKPLMYSASYRYSGVPDRFTGSGSGTDFTLTISNVQSEDLAEYFCQQFNRYPLTFGSGTKLELKRADAAPTVSIFPPSSEQLTSGGASVVCFLNNFYPKDINVKWKIDGSERQNGVLNSWTDQDSKDSTYSMSSTLTLTKDEYERHNSYTCEATHKTSTSPIVKSFNRNEC']. The antigen (neuraminidase) has sequence KEICPKLAEYRNWSKPQCKITGFAPFSKDNSIRLSAGGDIWVTREPYVSCDPDKCYQFALGQGTTLNNRHSNDTVHDRTPYRTLLMNELGVPFHLGTKQVCIAWSSSSCHDGKAWLHVCVTGHDENATASFIYDGRLVDSIGSWSKKILRTQESECVCINGTCTVVMTDGSASGRADTKILFIEEGKIVHISPLSGSAQHVEECSCYPRYPGVRCVCRDNWKGSNRPIVDINVKDYSIVSSYVCSGLVGDTPRKNDSSSSSHCLNPNNEEGGHGVKGWAFDDGNDVWMGRTISEKFRSGYETFKVIEGWSKPNSKLQINRQVIVDRGNRSGYSGIFSVEGKSCINRCFYVELIRGRKQETEVWWTSNSIVVFCGTSGTYGTGSWPDGADINLMPI. The pKd is 7.9.